This data is from Forward reaction prediction with 1.9M reactions from USPTO patents (1976-2016). The task is: Predict the product of the given reaction. (1) The product is: [F:2][C:3]1[CH:8]=[CH:7][C:6]([CH:9]([C:17]2[CH:18]=[CH:19][C:20]([F:23])=[CH:21][CH:22]=2)[CH:10]2[C:15](=[O:16])[CH2:14][CH2:13][N:12]([CH2:32][C:31]3[CH:34]=[CH:35][CH:36]=[CH:37][C:30]=3[C:24]3[CH:29]=[CH:28][CH:27]=[CH:26][CH:25]=3)[CH2:11]2)=[CH:5][CH:4]=1. Given the reactants Cl.[F:2][C:3]1[CH:8]=[CH:7][C:6]([CH:9]([C:17]2[CH:22]=[CH:21][C:20]([F:23])=[CH:19][CH:18]=2)[CH:10]2[C:15](=[O:16])[CH2:14][CH2:13][NH:12][CH2:11]2)=[CH:5][CH:4]=1.[C:24]1([C:30]2[CH:37]=[CH:36][CH:35]=[CH:34][C:31]=2[CH2:32]Br)[CH:29]=[CH:28][CH:27]=[CH:26][CH:25]=1.C(=O)([O-])[O-].[K+].[K+], predict the reaction product. (2) Given the reactants [CH3:1][C:2]1[C:14]2[C:13]3[CH:12]=[CH:11][CH:10]=[CH:9][C:8]=3[C:7](=[O:15])[NH:6][C:5]=2[N:4]([CH3:16])[N:3]=1.[H-].[Na+].[CH3:19][O:20][CH2:21]Cl, predict the reaction product. The product is: [CH3:1][C:2]1[C:14]2[C:13]3[CH:12]=[CH:11][CH:10]=[CH:9][C:8]=3[C:7]([O:15][CH2:19][O:20][CH3:21])=[N:6][C:5]=2[N:4]([CH3:16])[N:3]=1. (3) Given the reactants [F:1][C:2]1[CH:33]=[CH:32][C:5]([NH:6][C:7]([NH:9][C:10]2[CH:31]=[CH:30][C:13]([O:14][C:15]3[C:24]4[C:19](=[CH:20][C:21]([O:28][CH3:29])=[C:22]([C:25]([OH:27])=[O:26])[CH:23]=4)[N:18]=[CH:17][CH:16]=3)=[CH:12][CH:11]=2)=[O:8])=[CH:4][CH:3]=1.Cl.C(N=C=NC[CH2:41][CH2:42]N(C)C)C.O.ON1C2C=CC=CC=2N=N1.C(N(CC)CC)C.CN(C)[CH:66]=[O:67], predict the reaction product. The product is: [F:1][C:2]1[CH:3]=[CH:4][C:5]([NH:6][C:7]([NH:9][C:10]2[CH:31]=[CH:30][C:13]([O:14][C:15]3[C:24]4[C:19](=[CH:20][C:21]([O:28][CH3:29])=[C:22]([C:25]([O:27][CH2:41][CH2:42][O:67][CH3:66])=[O:26])[CH:23]=4)[N:18]=[CH:17][CH:16]=3)=[CH:12][CH:11]=2)=[O:8])=[CH:32][CH:33]=1. (4) The product is: [Cl:16][C:6]1[CH:7]=[CH:8][CH:9]=[C:10]2[C:5]=1[NH:4][CH:3]=[C:11]2[S:12]([CH3:15])(=[O:14])=[O:13]. Given the reactants CO[CH:3]=[N:4][C:5]1[C:10]([CH2:11][S:12]([CH3:15])(=[O:14])=[O:13])=[CH:9][CH:8]=[CH:7][C:6]=1[Cl:16].[OH-].[Na+].C(OCC)(=O)C.CCCCCC, predict the reaction product. (5) Given the reactants C(C1C=C(C=O)C(O)=C(C2C=CC(OC(F)(F)F)=CC=2)C=1)(C)(C)C.Br[C:26]1[C:27]([OH:38])=[C:28]([CH:31]=[C:32]([C:34]([CH3:37])([CH3:36])[CH3:35])[CH:33]=1)[CH:29]=[O:30].[F:39][C:40]([F:55])([F:54])[C:41]1[CH:46]=[C:45]([C:47]([F:50])([F:49])[F:48])[CH:44]=[CH:43][C:42]=1B(O)O, predict the reaction product. The product is: [C:34]([C:32]1[CH:31]=[C:28]([CH:29]=[O:30])[C:27]([OH:38])=[C:26]([C:42]2[CH:43]=[CH:44][C:45]([C:47]([F:50])([F:48])[F:49])=[CH:46][C:41]=2[C:40]([F:39])([F:54])[F:55])[CH:33]=1)([CH3:37])([CH3:36])[CH3:35]. (6) Given the reactants [CH3:1][C:2]([C:12]1[C:20]2[O:19][CH2:18][CH2:17][C:16]=2[CH:15]=[CH:14][CH:13]=1)([CH3:11])[CH2:3][C:4]1([C:7]([F:10])([F:9])[F:8])[CH2:6][O:5]1.[CH2:21]([C:23]1[N:28]=[C:27]2[N:29]([C:32]3[CH:37]=[CH:36][CH:35]=[CH:34][C:33]=3[F:38])[N:30]=[CH:31][C:26]2=[C:25]([NH2:39])[N:24]=1)[CH3:22], predict the reaction product. The product is: [O:19]1[C:20]2[C:12]([C:2]([CH3:1])([CH3:11])[CH2:3][C:4]([CH2:6][NH:39][C:25]3[N:24]=[C:23]([CH2:21][CH3:22])[N:28]=[C:27]4[N:29]([C:32]5[CH:37]=[CH:36][CH:35]=[CH:34][C:33]=5[F:38])[N:30]=[CH:31][C:26]=34)([OH:5])[C:7]([F:8])([F:10])[F:9])=[CH:13][CH:14]=[CH:15][C:16]=2[CH2:17][CH2:18]1.